This data is from Forward reaction prediction with 1.9M reactions from USPTO patents (1976-2016). The task is: Predict the product of the given reaction. (1) Given the reactants [NH:1]1[CH2:4][CH:3]([O:5][C:6]2[CH:11]=[CH:10][C:9]([NH:12][C:13]3[N:18]=[C:17]([C:19]4[N:23]5[CH:24]=[CH:25][CH:26]=[CH:27][C:22]5=[N:21][CH:20]=4)[C:16]([Cl:28])=[CH:15][N:14]=3)=[C:8]([O:29][CH3:30])[CH:7]=2)[CH2:2]1.[C:31](OC(=O)C)(=[O:33])[CH3:32], predict the reaction product. The product is: [Cl:28][C:16]1[C:17]([C:19]2[N:23]3[CH:24]=[CH:25][CH:26]=[CH:27][C:22]3=[N:21][CH:20]=2)=[N:18][C:13]([NH:12][C:9]2[CH:10]=[CH:11][C:6]([O:5][CH:3]3[CH2:2][N:1]([C:31](=[O:33])[CH3:32])[CH2:4]3)=[CH:7][C:8]=2[O:29][CH3:30])=[N:14][CH:15]=1. (2) Given the reactants [Br:1][C:2]1[CH:7]=[CH:6][C:5]([S:8](Cl)(=[O:10])=[O:9])=[CH:4][CH:3]=1.[NH2:12][C:13]1[N:18]=[CH:17][CH:16]=[CH:15][N:14]=1, predict the reaction product. The product is: [Br:1][C:2]1[CH:7]=[CH:6][C:5]([S:8]([NH:12][C:13]2[N:18]=[CH:17][CH:16]=[CH:15][N:14]=2)(=[O:10])=[O:9])=[CH:4][CH:3]=1. (3) Given the reactants [F:1][C:2]1[CH:11]=[C:10]2[C:5]([CH:6]=[C:7]([C:22]([O-])=[O:23])[C:8]([C:12]3[CH:17]=[CH:16][CH:15]=[CH:14][C:13]=3[S:18]([CH3:21])(=[O:20])=[O:19])=[N:9]2)=[N:4][CH:3]=1.[CH3:25]C(C[AlH]CC(C)C)C, predict the reaction product. The product is: [CH3:25][CH:22]([C:7]1[C:8]([C:12]2[CH:17]=[CH:16][CH:15]=[CH:14][C:13]=2[S:18]([CH3:21])(=[O:20])=[O:19])=[N:9][C:10]2[C:5]([CH:6]=1)=[N:4][CH:3]=[C:2]([F:1])[CH:11]=2)[OH:23]. (4) Given the reactants [NH2:1][C:2]1[CH:7]=[CH:6][C:5]([Br:8])=[CH:4][N:3]=1.[C:9]1([CH3:19])[CH:14]=[CH:13][C:12]([S:15](Cl)(=[O:17])=[O:16])=[CH:11][CH:10]=1, predict the reaction product. The product is: [Br:8][C:5]1[CH:6]=[CH:7][C:2]([NH:1][S:15]([C:12]2[CH:13]=[CH:14][C:9]([CH3:19])=[CH:10][CH:11]=2)(=[O:17])=[O:16])=[N:3][CH:4]=1. (5) The product is: [F:73][C:15]1([F:14])[C@H:19]([O:20][C:21]([C:36]2[CH:37]=[CH:38][CH:39]=[CH:40][CH:41]=2)([C:30]2[CH:31]=[CH:32][CH:33]=[CH:34][CH:35]=2)[C:22]2[CH:23]=[CH:24][C:25]([O:28][CH3:29])=[CH:26][CH:27]=2)[C@@H:18]([CH:42]=[O:43])[O:17][C@H:16]1[N:44]1[CH:72]=[CH:71][C:48]([NH:49][C:50]([C:59]2[CH:60]=[CH:61][CH:62]=[CH:63][CH:64]=2)([C:65]2[CH:66]=[CH:67][CH:68]=[CH:69][CH:70]=2)[C:51]2[CH:56]=[CH:55][C:54]([O:57][CH3:58])=[CH:53][CH:52]=2)=[N:47][C:45]1=[O:46]. Given the reactants N1C=CC=CC=1.C(O)(C(F)(F)F)=O.[F:14][C:15]1([F:73])[C@H:19]([O:20][C:21]([C:36]2[CH:41]=[CH:40][CH:39]=[CH:38][CH:37]=2)([C:30]2[CH:35]=[CH:34][CH:33]=[CH:32][CH:31]=2)[C:22]2[CH:27]=[CH:26][C:25]([O:28][CH3:29])=[CH:24][CH:23]=2)[C@@H:18]([CH2:42][OH:43])[O:17][C@H:16]1[N:44]1[CH:72]=[CH:71][C:48]([NH:49][C:50]([C:65]2[CH:70]=[CH:69][CH:68]=[CH:67][CH:66]=2)([C:59]2[CH:64]=[CH:63][CH:62]=[CH:61][CH:60]=2)[C:51]2[CH:56]=[CH:55][C:54]([O:57][CH3:58])=[CH:53][CH:52]=2)=[N:47][C:45]1=[O:46].C1CCC(N=C=NC2CCCCC2)CC1, predict the reaction product. (6) The product is: [Br:1][C:2]1[CH:8]=[CH:7][C:5]([NH:6][C:18](=[O:19])[O:17][C:14]([CH3:16])([CH3:15])[CH3:13])=[C:4]([C:9]([CH3:12])([CH3:11])[CH3:10])[CH:3]=1. Given the reactants [Br:1][C:2]1[CH:8]=[CH:7][C:5]([NH2:6])=[C:4]([C:9]([CH3:12])([CH3:11])[CH3:10])[CH:3]=1.[CH3:13][C:14]([O:17][C:18](O[C:18]([O:17][C:14]([CH3:16])([CH3:15])[CH3:13])=[O:19])=[O:19])([CH3:16])[CH3:15], predict the reaction product. (7) Given the reactants [F:1][C:2]1[CH:7]=[CH:6][C:5]([CH2:8][C:9]2[CH:18]=[C:17]3[C:12]([C:13]([OH:25])=[C:14]([C:20]([O:22][CH2:23][CH3:24])=[O:21])[C:15](=[O:19])[NH:16]3)=[N:11][CH:10]=2)=[CH:4][CH:3]=1.I[CH2:27][CH2:28][CH2:29][OH:30], predict the reaction product. The product is: [F:1][C:2]1[CH:7]=[CH:6][C:5]([CH2:8][C:9]2[CH:18]=[C:17]3[C:12]([C:13]([OH:25])=[C:14]([C:20]([O:22][CH2:23][CH3:24])=[O:21])[C:15](=[O:19])[N:16]3[CH2:27][CH2:28][CH2:29][OH:30])=[N:11][CH:10]=2)=[CH:4][CH:3]=1.